Dataset: Catalyst prediction with 721,799 reactions and 888 catalyst types from USPTO. Task: Predict which catalyst facilitates the given reaction. (1) Reactant: [C:1]([N:4]1[CH2:9][CH2:8][C:7]2[N:10]([C@@H:21]3[C:29]4[C:24](=[C:25](Br)[CH:26]=[C:27]([F:30])[CH:28]=4)[CH2:23][C@H:22]3[OH:32])[N:11]=[C:12]([C:13]3[CH:14]=[C:15]([CH:18]=[CH:19][CH:20]=3)[C:16]#[N:17])[C:6]=2[CH2:5]1)(=[O:3])[CH3:2].[C:33]([Cu])#[N:34]. Product: [C:1]([N:4]1[CH2:9][CH2:8][C:7]2[N:10]([C@@H:21]3[C:29]4[CH:28]=[C:27]([F:30])[CH:26]=[C:25]([C:33]#[N:34])[C:24]=4[CH2:23][C@H:22]3[OH:32])[N:11]=[C:12]([C:13]3[CH:20]=[CH:19][CH:18]=[C:15]([C:16]#[N:17])[CH:14]=3)[C:6]=2[CH2:5]1)(=[O:3])[CH3:2]. The catalyst class is: 16. (2) Reactant: [NH2:1][CH:2]([CH2:24][C:25]1[CH:30]=[CH:29][CH:28]=[CH:27][CH:26]=1)[CH:3]([OH:23])[CH2:4][N:5]([CH2:19][CH:20]([CH3:22])[CH3:21])[S:6]([C:9]1[CH:18]=[CH:17][C:12]2[N:13]=[C:14]([NH2:16])[S:15][C:11]=2[CH:10]=1)(=[O:8])=[O:7].OC1C2N=NNC=2C=CC=1.C(Cl)CCl.[OH:45][CH2:46][C:47]([OH:49])=O.[C:50]([O:54][C:55](=[O:67])[NH:56][CH2:57][C:58]1[CH:63]=[C:62]([CH3:64])[C:61](C)=[C:60]([CH3:66])[CH:59]=1)([CH3:53])([CH3:52])[CH3:51]. Product: [C:50]([O:54][C:55](=[O:67])[NH:56][CH2:57][C:58]1[CH:59]=[C:60]([CH3:66])[C:61]([O:45][CH2:46][C:47](=[O:49])[NH:1][CH:2]([CH2:24][C:25]2[CH:26]=[CH:27][CH:28]=[CH:29][CH:30]=2)[CH:3]([OH:23])[CH2:4][N:5]([S:6]([C:9]2[CH:18]=[CH:17][C:12]3[N:13]=[C:14]([NH2:16])[S:15][C:11]=3[CH:10]=2)(=[O:7])=[O:8])[CH2:19][CH:20]([CH3:21])[CH3:22])=[C:62]([CH3:64])[CH:63]=1)([CH3:53])([CH3:52])[CH3:51]. The catalyst class is: 4. (3) The catalyst class is: 31. Reactant: [OH:1][C:2]1[CH:3]=[C:4]([CH2:9][C:10]#[N:11])[CH:5]=[CH:6][C:7]=1[CH3:8].C([O-])([O-])=O.[K+].[K+].[CH3:18][C:19]1[CH:26]=[CH:25][CH:24]=[C:23]([CH3:27])[C:20]=1[CH2:21]Cl. Product: [CH3:18][C:19]1[CH:26]=[CH:25][CH:24]=[C:23]([CH3:27])[C:20]=1[CH2:21][O:1][C:2]1[CH:3]=[C:4]([CH2:9][C:10]#[N:11])[CH:5]=[CH:6][C:7]=1[CH3:8]. (4) Reactant: [Cl:1][C:2]1[N:6]([CH3:7])[N:5]=[C:4]([CH:8]([F:10])[F:9])[C:3]=1[S:11]([CH:14]([F:28])[CH:15]1[CH2:20][CH2:19][N:18]([C:21]([O:23][C:24]([CH3:27])([CH3:26])[CH3:25])=[O:22])[CH2:17][CH2:16]1)(=[O:13])=[O:12].[CH3:29]C([O-])(C)C.[K+].IC. Product: [Cl:1][C:2]1[N:6]([CH3:7])[N:5]=[C:4]([CH:8]([F:9])[F:10])[C:3]=1[S:11]([C:14]([CH:15]1[CH2:20][CH2:19][N:18]([C:21]([O:23][C:24]([CH3:25])([CH3:27])[CH3:26])=[O:22])[CH2:17][CH2:16]1)([F:28])[CH3:29])(=[O:13])=[O:12]. The catalyst class is: 1. (5) Reactant: [CH3:1][O:2][CH2:3][C@@H:4]1[C@@H:9]([O:10][Si:11]([CH:18]([CH3:20])[CH3:19])([CH:15]([CH3:17])[CH3:16])[CH:12]([CH3:14])[CH3:13])[C@H:8]([O:21][Si:22]([CH:29]([CH3:31])[CH3:30])([CH:26]([CH3:28])[CH3:27])[CH:23]([CH3:25])[CH3:24])[CH:7]=[C:6]([C:32]2[CH:37]=[CH:36][N:35]=[CH:34][C:33]=2[N+:38]([O-])=O)[O:5]1. Product: [CH3:1][O:2][CH2:3][C@H:4]1[O:5][C@H:6]([C:32]2[CH:37]=[CH:36][N:35]=[CH:34][C:33]=2[NH2:38])[CH2:7][C@@H:8]([O:21][Si:22]([CH:29]([CH3:30])[CH3:31])([CH:26]([CH3:27])[CH3:28])[CH:23]([CH3:24])[CH3:25])[C@@H:9]1[O:10][Si:11]([CH:18]([CH3:20])[CH3:19])([CH:12]([CH3:14])[CH3:13])[CH:15]([CH3:17])[CH3:16]. The catalyst class is: 29.